Predict the reactants needed to synthesize the given product. From a dataset of Full USPTO retrosynthesis dataset with 1.9M reactions from patents (1976-2016). (1) The reactants are: [CH2:1]([O:3][C:4]([C:6]1[CH:10]=[C:9]([CH3:11])[N:8]([CH:12]([C:14]2[CH:19]=[C:18]([Cl:20])[CH:17]=[CH:16][C:15]=2[OH:21])[CH3:13])[N:7]=1)=[O:5])[CH3:2].C([O-])([O-])=O.[K+].[K+].[Cl:28][C:29]1[CH:36]=[C:35]([F:37])[CH:34]=[CH:33][C:30]=1[CH2:31]Br. Given the product [CH2:1]([O:3][C:4]([C:6]1[CH:10]=[C:9]([CH3:11])[N:8]([CH:12]([C:14]2[CH:19]=[C:18]([Cl:20])[CH:17]=[CH:16][C:15]=2[O:21][CH2:31][C:30]2[CH:33]=[CH:34][C:35]([F:37])=[CH:36][C:29]=2[Cl:28])[CH3:13])[N:7]=1)=[O:5])[CH3:2], predict the reactants needed to synthesize it. (2) Given the product [Cl:1][C:2]1[N:3]=[CH:4][C:5]([NH2:10])=[CH:6][C:7]=1[O:8][CH3:9], predict the reactants needed to synthesize it. The reactants are: [Cl:1][C:2]1[C:7]([O:8][CH3:9])=[CH:6][C:5]([N+:10]([O-])=O)=[CH:4][N:3]=1. (3) Given the product [Cl:22][C:17]1[CH:18]=[CH:19][CH:20]=[CH:21][C:16]=1[CH2:15][CH2:14][CH:9]([NH:8][S:46]([C:41]1[C:40]2[CH:39]=[CH:38][NH:37][C:45]=2[CH:44]=[CH:43][CH:42]=1)(=[O:48])=[O:47])[C:10]([N:24]1[CH2:26][CH2:33][CH2:31][CH2:32][CH2:25]1)=[O:12], predict the reactants needed to synthesize it. The reactants are: C(OC([NH:8][CH:9]([CH2:14][CH2:15][C:16]1[CH:21]=[CH:20][CH:19]=[CH:18][C:17]=1[Cl:22])[C:10]([O:12]C)=O)=O)(C)(C)C.C[N:24]([CH:26]=O)[CH3:25].CCN(C(C)C)[CH:31]([CH3:33])[CH3:32].[NH:37]1[C:45]2[CH:44]=[CH:43][CH:42]=[C:41]([S:46](Cl)(=[O:48])=[O:47])[C:40]=2[CH:39]=[CH:38]1. (4) Given the product [N:1]1[CH:6]=[CH:5][CH:4]=[C:3]([NH:7][C:8]([C:10]2[C:18]3[C:17]4[CH:19]=[C:20]([NH2:23])[CH:21]=[CH:22][C:16]=4[O:15][C:14]=3[C:13]([O:26][CH3:27])=[CH:12][CH:11]=2)=[O:9])[CH:2]=1, predict the reactants needed to synthesize it. The reactants are: [N:1]1[CH:6]=[CH:5][CH:4]=[C:3]([NH:7][C:8]([C:10]2[C:18]3[C:17]4[CH:19]=[C:20]([N+:23]([O-])=O)[CH:21]=[CH:22][C:16]=4[O:15][C:14]=3[C:13]([O:26][CH3:27])=[CH:12][CH:11]=2)=[O:9])[CH:2]=1.O.NN.